Dataset: Catalyst prediction with 721,799 reactions and 888 catalyst types from USPTO. Task: Predict which catalyst facilitates the given reaction. (1) Reactant: [N+:1]([C:4]1[CH:12]=[C:11]2[C:7]([CH2:8][O:9][C:10]2=[O:13])=[CH:6][CH:5]=1)([O-])=O.[H][H]. Product: [NH2:1][C:4]1[CH:12]=[C:11]2[C:7]([CH2:8][O:9][C:10]2=[O:13])=[CH:6][CH:5]=1. The catalyst class is: 19. (2) Reactant: C([O:3][C:4](=[O:26])[CH2:5][CH:6]1[O:10][B:9]([OH:11])[C:8]2[CH:12]=[C:13]([O:17][C:18]3[CH:23]=[N:22][CH:21]=[C:20]([C:24]#[N:25])[N:19]=3)[CH:14]=[C:15]([CH3:16])[C:7]1=2)C.[Li+].[OH-:28].Cl. Product: [C:24]([C:20]1[N:19]=[C:18]([O:17][C:13]2[CH:14]=[C:15]([CH3:16])[C:7]3[CH:6]([CH2:5][C:4]([OH:26])=[O:3])[O:10][B:9]([OH:11])[C:8]=3[CH:12]=2)[CH:23]=[N:22][CH:21]=1)#[N:25].[C:24]([C:20]1[N:19]=[C:18]([O:17][C:13]2[CH:14]=[C:15]([CH3:16])[C:7]3[CH:6]([CH2:5][C:4]([OH:3])=[O:26])[O:10][B:9]([OH:11])[C:8]=3[CH:12]=2)[CH:23]=[N:22][CH:21]=1)(=[O:28])[NH2:25]. The catalyst class is: 20. (3) Reactant: [CH2:1]([O:8][C:9]1[CH:14]=[CH:13][C:12]([NH:15][C:16](=[NH:25])[C:17]2[CH:22]=[CH:21][C:20]([O:23][CH3:24])=[CH:19][CH:18]=2)=[CH:11][CH:10]=1)[C:2]1[CH:7]=[CH:6][CH:5]=[CH:4][CH:3]=1.Cl[C:27](=[CH2:33])[C:28]([O:30][CH2:31][CH3:32])=[O:29].C(N(CC)C(C)C)(C)C. Product: [CH2:31]([O:30][C:28]([CH:27]1[CH2:33][N:15]([C:12]2[CH:13]=[CH:14][C:9]([O:8][CH2:1][C:2]3[CH:7]=[CH:6][CH:5]=[CH:4][CH:3]=3)=[CH:10][CH:11]=2)[C:16]([C:17]2[CH:18]=[CH:19][C:20]([O:23][CH3:24])=[CH:21][CH:22]=2)=[N:25]1)=[O:29])[CH3:32]. The catalyst class is: 7. (4) Reactant: O[C@H:2]([CH:22]([CH3:24])[CH3:23])[C@@H:3]([NH:7][C:8]([O:10][CH2:11][CH2:12][CH2:13][CH2:14][CH2:15][C:16]1[CH:21]=[CH:20][CH:19]=[CH:18][CH:17]=1)=[O:9])[C:4]([OH:6])=[O:5].O[C@@H](C(C)C)[C@@H](NC(OCCCCCC1C=CC=CC=1)=O)C(O)=O.CCN(CC)CC.CN(C(ON1N=NC2C=CC=CC1=2)=[N+](C)C)C.[B-](F)(F)(F)F. Product: [C:16]1([CH2:15][CH2:14][CH2:13][CH2:12][CH2:11][O:10][C:8](=[O:9])[NH:7][C@H:3]2[C:4](=[O:6])[O:5][C@@H:2]2[CH:22]([CH3:24])[CH3:23])[CH:21]=[CH:20][CH:19]=[CH:18][CH:17]=1. The catalyst class is: 2.